The task is: Predict the reactants needed to synthesize the given product.. This data is from Full USPTO retrosynthesis dataset with 1.9M reactions from patents (1976-2016). (1) Given the product [CH3:31][S:28]([C:23]1[CH:24]=[CH:25][CH:26]=[CH:27][C:22]=1[S:19]([NH:11][C:8]1[CH:9]=[C:10]2[C:5](=[CH:6][CH:7]=1)[NH:4][N:3]=[C:2]2[C:40]1[S:39][CH:43]=[CH:42][CH:41]=1)(=[O:20])=[O:21])(=[O:30])=[O:29], predict the reactants needed to synthesize it. The reactants are: I[C:2]1[C:10]2[C:5](=[CH:6][CH:7]=[C:8]([N:11]([S:19]([C:22]3[CH:27]=[CH:26][CH:25]=[CH:24][C:23]=3[S:28]([CH3:31])(=[O:30])=[O:29])(=[O:21])=[O:20])C(OC(C)(C)C)=O)[CH:9]=2)[N:4](C(OC(C)(C)C)=O)[N:3]=1.[S:39]1[CH:43]=[CH:42][CH:41]=[C:40]1B(O)O.C(=O)([O-])O.[Na+]. (2) Given the product [C:15]([O:14][C:12]([N:4]1[CH2:5][CH2:6][NH:1][CH:2]([C:7]([OH:9])=[O:8])[CH2:3]1)=[O:13])([CH3:18])([CH3:17])[CH3:16], predict the reactants needed to synthesize it. The reactants are: [NH:1]1[CH2:6][CH2:5][NH:4][CH2:3][CH:2]1[C:7]([OH:9])=[O:8].[OH-].[Na+].[C:12](O[C:12]([O:14][C:15]([CH3:18])([CH3:17])[CH3:16])=[O:13])([O:14][C:15]([CH3:18])([CH3:17])[CH3:16])=[O:13].Cl. (3) Given the product [Cl:34][C:35]1[CH:36]=[C:37]([CH:40]=[CH:41][CH:42]=1)[CH2:38][NH:39][C:12](=[O:14])[C:11]1[CH:15]=[CH:16][C:8]([CH:5]2[O:4][CH2:3][C:2]([CH3:1])([CH3:20])[CH2:7][O:6]2)=[C:9]([N+:17]([O-:19])=[O:18])[CH:10]=1, predict the reactants needed to synthesize it. The reactants are: [CH3:1][C:2]1([CH3:20])[CH2:7][O:6][CH:5]([C:8]2[CH:16]=[CH:15][C:11]([C:12]([OH:14])=O)=[CH:10][C:9]=2[N+:17]([O-:19])=[O:18])[O:4][CH2:3]1.CCN(C(C)C)C(C)C.C(Cl)CCl.[Cl:34][C:35]1[CH:36]=[C:37]([CH:40]=[CH:41][CH:42]=1)[CH2:38][NH2:39]. (4) Given the product [Br:1][C:2]1[CH:7]=[CH:6][C:5]([NH:8][C:20](=[O:21])/[CH:19]=[CH:18]/[CH:15]2[CH2:16][CH2:17][O:12][CH2:13][CH2:14]2)=[C:4]([N+:9]([O-:11])=[O:10])[CH:3]=1, predict the reactants needed to synthesize it. The reactants are: [Br:1][C:2]1[CH:7]=[CH:6][C:5]([NH2:8])=[C:4]([N+:9]([O-:11])=[O:10])[CH:3]=1.[O:12]1[CH2:17][CH2:16][CH:15](/[CH:18]=[CH:19]/[C:20](O)=[O:21])[CH2:14][CH2:13]1. (5) Given the product [CH2:1]([C@@:4]1([CH3:30])[CH2:9][C@H:8]([C:10]2[CH:15]=[CH:14][CH:13]=[C:12]([Cl:16])[CH:11]=2)[C@@H:7]([C:17]2[CH:18]=[CH:19][C:20]([Cl:23])=[CH:21][CH:22]=2)[N:6]([C@@H:24]([CH2:27][CH3:28])[CH2:25][O:26][CH3:34])[C:5]1=[O:29])[CH:2]=[CH2:3], predict the reactants needed to synthesize it. The reactants are: [CH2:1]([C@@:4]1([CH3:30])[CH2:9][C@H:8]([C:10]2[CH:15]=[CH:14][CH:13]=[C:12]([Cl:16])[CH:11]=2)[C@@H:7]([C:17]2[CH:22]=[CH:21][C:20]([Cl:23])=[CH:19][CH:18]=2)[N:6]([C@@H:24]([CH2:27][CH3:28])[CH2:25][OH:26])[C:5]1=[O:29])[CH:2]=[CH2:3].[H-].[Na+].I[CH3:34]. (6) Given the product [NH2:7][CH2:8][CH2:9][NH:10][S:11]([C:14]1[CH:15]=[CH:16][C:17]([C:20]2[N:23]=[C:36]([C:34]3[S:35][C:31]([CH2:30][N:27]([CH2:28][CH3:29])[CH2:25][CH3:26])=[C:32]([CH3:39])[CH:33]=3)[O:22][N:21]=2)=[CH:18][CH:19]=1)(=[O:12])=[O:13], predict the reactants needed to synthesize it. The reactants are: C(OC(=O)[NH:7][CH2:8][CH2:9][NH:10][S:11]([C:14]1[CH:19]=[CH:18][C:17]([C:20](=[NH:23])[NH:21][OH:22])=[CH:16][CH:15]=1)(=[O:13])=[O:12])(C)(C)C.[CH2:25]([N:27]([CH2:30][C:31]1[S:35][C:34]([C:36](O)=O)=[CH:33][C:32]=1[CH3:39])[CH2:28][CH3:29])[CH3:26].